The task is: Predict the product of the given reaction.. This data is from Forward reaction prediction with 1.9M reactions from USPTO patents (1976-2016). The product is: [O:7]=[C:6]1[C:5]2[CH:8]=[CH:9][CH:10]=[CH:11][C:4]=2[C:3](=[O:12])[N:2]1[O:1][CH2:20][C:21]([O:23][C:24]([CH3:27])([CH3:26])[CH3:25])=[O:22]. Given the reactants [OH:1][N:2]1[C:6](=[O:7])[C:5]2=[CH:8][CH:9]=[CH:10][CH:11]=[C:4]2[C:3]1=[O:12].C([O-])([O-])=O.[K+].[K+].Br[CH2:20][C:21]([O:23][C:24]([CH3:27])([CH3:26])[CH3:25])=[O:22], predict the reaction product.